Dataset: Forward reaction prediction with 1.9M reactions from USPTO patents (1976-2016). Task: Predict the product of the given reaction. (1) The product is: [CH3:39][O:38][N:37]([CH3:36])[C:10]([C@@H:9]([NH:8][C:6](=[O:7])[O:5][C:1]([CH3:2])([CH3:3])[CH3:4])[CH2:13][CH2:14][C:15]1[CH:20]=[CH:19][CH:18]=[CH:17][CH:16]=1)=[O:12]. Given the reactants [C:1]([O:5][C:6]([NH:8][C@@H:9]([CH2:13][CH2:14][C:15]1[CH:20]=[CH:19][CH:18]=[CH:17][CH:16]=1)[C:10]([OH:12])=O)=[O:7])([CH3:4])([CH3:3])[CH3:2].C(Cl)CCl.C1C=CC2N(O)N=NC=2C=1.Cl.[CH3:36][NH:37][O:38][CH3:39].C(N(CC)CC)C, predict the reaction product. (2) The product is: [C:22]([N:14]1[CH:15]=[CH:16][C:10]2[CH:9]=[CH:8][C:7]([O:6][CH2:5][C:4]3[CH:19]=[CH:20][CH:21]=[C:2]([F:1])[CH:3]=3)=[CH:18][C:11]=2[CH2:12][C:13]1=[O:17])(=[O:24])[CH3:23]. Given the reactants [F:1][C:2]1[CH:3]=[C:4]([CH:19]=[CH:20][CH:21]=1)[CH2:5][O:6][C:7]1[CH:8]=[CH:9][C:10]2[CH:16]=[CH:15][NH:14][C:13](=[O:17])[CH2:12][C:11]=2[CH:18]=1.[C:22]([O-])(=[O:24])[CH3:23].[Na+], predict the reaction product. (3) The product is: [Cl:23][C:9]1[C:8]([C:5]([OH:26])=[O:7])=[CH:17][C:16]([CH3:18])=[C:15]2[C:10]=1[C:11]([CH3:22])([CH3:21])[CH2:12][CH2:13][S:14]2(=[O:20])=[O:19]. Given the reactants [OH-].[Na+].BrBr.[C:5]([C:8]1[C:9]([Cl:23])=[C:10]2[C:15](=[C:16]([CH3:18])[CH:17]=1)[S:14](=[O:20])(=[O:19])[CH2:13][CH2:12][C:11]2([CH3:22])[CH3:21])(=[O:7])C.C(OCC)(=[O:26])C, predict the reaction product. (4) Given the reactants [O:1]=[C:2]1[C:7]2[C:8]([C:29]3[CH:34]=[CH:33][CH:32]=[CH:31][CH:30]=3)=[C:9]([C:11]3[CH:16]=[CH:15][C:14]([C:17]4([NH:21][C:22](=[O:28])[O:23][C:24]([CH3:27])([CH3:26])[CH3:25])[CH2:20][CH2:19][CH2:18]4)=[CH:13][CH:12]=3)[O:10][C:6]=2[CH:5]=[CH:4][NH:3]1.[H-].[Na+].[F:37][C:38]([F:57])([F:56])[S:39](N(C1C=CC=CC=1)[S:39]([C:38]([F:57])([F:56])[F:37])(=[O:41])=[O:40])(=[O:41])=[O:40], predict the reaction product. The product is: [F:37][C:38]([F:57])([F:56])[S:39]([O:1][C:2]1[C:7]2[C:8]([C:29]3[CH:30]=[CH:31][CH:32]=[CH:33][CH:34]=3)=[C:9]([C:11]3[CH:12]=[CH:13][C:14]([C:17]4([NH:21][C:22]([O:23][C:24]([CH3:26])([CH3:27])[CH3:25])=[O:28])[CH2:20][CH2:19][CH2:18]4)=[CH:15][CH:16]=3)[O:10][C:6]=2[CH:5]=[CH:4][N:3]=1)(=[O:41])=[O:40]. (5) Given the reactants [Cl:1][C:2]1[C:7]([O:8][CH3:9])=[CH:6][CH:5]=[CH:4][C:3]=1[C@@H:10]1[C:16]2[CH:17]=[C:18]([C:21]([F:24])([F:23])[F:22])[CH:19]=[CH:20][C:15]=2[N:14]2[C:25]([C:28]([F:31])([F:30])[CH3:29])=[N:26][N:27]=[C:13]2[C@@H:12]([CH2:32][C:33]([O:35][CH2:36][CH3:37])=[O:34])[O:11]1.CCCCCC, predict the reaction product. The product is: [Cl:1][C:2]1[C:7]([O:8][CH3:9])=[CH:6][CH:5]=[CH:4][C:3]=1[C@@H:10]1[C:16]2[CH:17]=[C:18]([C:21]([F:22])([F:23])[F:24])[CH:19]=[CH:20][C:15]=2[N:14]2[C:25]([C:28]([F:31])([F:30])[CH3:29])=[N:26][N:27]=[C:13]2[C@@H:12]([CH2:32][C:33]([O:35][CH2:36][CH3:37])=[O:34])[O:11]1.[Cl:1][C:2]1[C:7]([O:8][CH3:9])=[CH:6][CH:5]=[CH:4][C:3]=1[C@H:10]1[C:16]2[CH:17]=[C:18]([C:21]([F:22])([F:23])[F:24])[CH:19]=[CH:20][C:15]=2[N:14]2[C:25]([C:28]([F:31])([F:30])[CH3:29])=[N:26][N:27]=[C:13]2[C@H:12]([CH2:32][C:33]([O:35][CH2:36][CH3:37])=[O:34])[O:11]1. (6) Given the reactants [CH2:1]([C:3]1[C:11]2[O:10][CH2:9][CH:8]([C:12]3[CH:17]=[CH:16][C:15]([CH:18]([CH3:20])[CH3:19])=[CH:14][CH:13]=3)[C:7]=2[C:6]([CH3:21])=[C:5]([NH:22][C:23](=[O:30])OCC(Cl)(Cl)Cl)[C:4]=1[CH3:31])[CH3:2].[NH2:32][CH2:33][CH2:34][OH:35], predict the reaction product. The product is: [CH2:1]([C:3]1[C:11]2[O:10][CH2:9][CH:8]([C:12]3[CH:17]=[CH:16][C:15]([CH:18]([CH3:20])[CH3:19])=[CH:14][CH:13]=3)[C:7]=2[C:6]([CH3:21])=[C:5]([NH:22][C:23]([NH:32][CH2:33][CH2:34][OH:35])=[O:30])[C:4]=1[CH3:31])[CH3:2].